This data is from Catalyst prediction with 721,799 reactions and 888 catalyst types from USPTO. The task is: Predict which catalyst facilitates the given reaction. (1) Reactant: C([Sn](CCCC)(CCCC)[C:6]1[CH:11]=[CH:10][N:9]=[CH:8][CH:7]=1)CCC.[Br:20][C:21]1[CH:26]=[CH:25][CH:24]=[C:23](Br)[N:22]=1. Product: [Br:20][C:21]1[N:22]=[C:23]([C:6]2[CH:7]=[CH:8][N:9]=[CH:10][CH:11]=2)[CH:24]=[CH:25][CH:26]=1. The catalyst class is: 602. (2) Product: [CH2:1]([O:3][C:4]([C:6]1[C:15](=[O:16])[C:14]2[C:9](=[CH:10][CH:11]=[CH:12][CH:13]=2)[N:8]([CH2:20][C:21]2[CH:26]=[CH:25][CH:24]=[C:23]([CH3:27])[N:22]=2)[CH:7]=1)=[O:5])[CH3:2]. Reactant: [CH2:1]([O:3][C:4]([C:6]1[C:15](=[O:16])[C:14]2[C:9](=[CH:10][CH:11]=[CH:12][CH:13]=2)[NH:8][CH:7]=1)=[O:5])[CH3:2].[H-].[Na+].Br[CH2:20][C:21]1[CH:26]=[CH:25][CH:24]=[C:23]([CH3:27])[N:22]=1. The catalyst class is: 3. (3) Reactant: [C:1]([O:5][C:6]([NH:8][C@@H:9]([C:30]1[CH:35]=[CH:34][CH:33]=[CH:32][CH:31]=1)[C:10]1[CH:11]=[C:12]([CH:27]=[CH:28][CH:29]=1)[O:13][CH2:14][C:15]1[CH:24]=[CH:23][C:18]([C:19]([O:21]C)=[O:20])=[C:17]([O:25][CH3:26])[CH:16]=1)=[O:7])([CH3:4])([CH3:3])[CH3:2].[OH-].[Na+].C(O)(=O)CC(CC(O)=O)(C(O)=O)O. Product: [C:1]([O:5][C:6]([NH:8][C@@H:9]([C:30]1[CH:31]=[CH:32][CH:33]=[CH:34][CH:35]=1)[C:10]1[CH:11]=[C:12]([CH:27]=[CH:28][CH:29]=1)[O:13][CH2:14][C:15]1[CH:24]=[CH:23][C:18]([C:19]([OH:21])=[O:20])=[C:17]([O:25][CH3:26])[CH:16]=1)=[O:7])([CH3:4])([CH3:2])[CH3:3]. The catalyst class is: 36.